From a dataset of Full USPTO retrosynthesis dataset with 1.9M reactions from patents (1976-2016). Predict the reactants needed to synthesize the given product. (1) Given the product [C:2]1([CH2:1][CH2:8][CH:9]([OH:11])[CH3:10])[CH:7]=[CH:6][CH:5]=[CH:4][CH:3]=1.[CH:18](=[CH:19][C:20](=[O:22])[CH3:21])[C:12]1[CH:17]=[CH:16][CH:15]=[CH:14][CH:13]=1, predict the reactants needed to synthesize it. The reactants are: [CH:1](=[CH:8][C:9](=[O:11])[CH3:10])[C:2]1[CH:7]=[CH:6][CH:5]=[CH:4][CH:3]=1.[C:12]1([CH2:18][CH2:19][C:20](=[O:22])[CH3:21])[CH:17]=[CH:16][CH:15]=[CH:14][CH:13]=1. (2) Given the product [F:2][C:3]1[CH:4]=[C:5]([NH:10][C:11]2[CH:16]=[CH:15][N:14]=[C:13]([NH:17][C:18]3[CH:23]=[CH:22][C:21]([S:24]([N:29]([CH3:28])[CH:30]4[CH2:35][CH2:34][N:33]([CH3:36])[CH2:32][CH2:31]4)(=[O:26])=[O:25])=[CH:20][CH:19]=3)[N:12]=2)[CH:6]=[CH:7][C:8]=1[F:9], predict the reactants needed to synthesize it. The reactants are: Cl.[F:2][C:3]1[CH:4]=[C:5]([NH:10][C:11]2[CH:16]=[CH:15][N:14]=[C:13]([NH:17][C:18]3[CH:23]=[CH:22][C:21]([S:24](Cl)(=[O:26])=[O:25])=[CH:20][CH:19]=3)[N:12]=2)[CH:6]=[CH:7][C:8]=1[F:9].[CH3:28][NH:29][CH:30]1[CH2:35][CH2:34][N:33]([CH3:36])[CH2:32][CH2:31]1. (3) Given the product [CH:1]([N:4]([CH3:25])[C:5]1[C:6]([C:19]2[CH:20]=[CH:21][N:22]=[CH:23][CH:24]=2)=[N:7][C:8]2[C:13]([N:14]=1)=[CH:12][C:11]([C:15]([OH:17])=[O:16])=[CH:10][CH:9]=2)([CH3:3])[CH3:2], predict the reactants needed to synthesize it. The reactants are: [CH:1]([N:4]([CH3:25])[C:5]1[C:6]([C:19]2[CH:24]=[CH:23][N:22]=[CH:21][CH:20]=2)=[N:7][C:8]2[C:13]([N:14]=1)=[CH:12][C:11]([C:15]([O:17]C)=[O:16])=[CH:10][CH:9]=2)([CH3:3])[CH3:2].[OH-].[Na+].O. (4) Given the product [F:1][C:2]1[CH:7]=[CH:6][C:5]([CH3:8])=[CH:4][C:3]=1[NH:9][C:10]1[N:15]2[N:16]=[CH:17][C:18]([C:19]([NH:42][S:39]([CH2:37][CH3:38])(=[O:41])=[O:40])=[O:21])=[C:14]2[N:13]=[CH:12][C:11]=1[C:22]([N:24]1[CH2:25][CH2:26][C:27]([F:36])([C:30]2[CH:31]=[CH:32][CH:33]=[CH:34][CH:35]=2)[CH2:28][CH2:29]1)=[O:23], predict the reactants needed to synthesize it. The reactants are: [F:1][C:2]1[CH:7]=[CH:6][C:5]([CH3:8])=[CH:4][C:3]=1[NH:9][C:10]1[N:15]2[N:16]=[CH:17][C:18]([C:19]([OH:21])=O)=[C:14]2[N:13]=[CH:12][C:11]=1[C:22]([N:24]1[CH2:29][CH2:28][C:27]([F:36])([C:30]2[CH:35]=[CH:34][CH:33]=[CH:32][CH:31]=2)[CH2:26][CH2:25]1)=[O:23].[CH2:37]([S:39]([NH2:42])(=[O:41])=[O:40])[CH3:38]. (5) Given the product [CH2:39]([O:30][C:29](=[O:31])[C:28]1[CH:32]=[CH:33][C:25]([NH:24][C:22]([C:19]2[CH:20]=[C:21]3[C:16]([CH2:15][CH2:14][N:13]3[S:10]([C:6]3[CH:7]=[CH:8][CH:9]=[C:4]([O:3][C:2]([F:1])([F:34])[F:35])[CH:5]=3)(=[O:11])=[O:12])=[CH:17][CH:18]=2)=[O:23])=[CH:26][CH:27]=1)[CH3:44], predict the reactants needed to synthesize it. The reactants are: [F:1][C:2]([F:35])([F:34])[O:3][C:4]1[CH:5]=[C:6]([S:10]([N:13]2[C:21]3[C:16](=[CH:17][CH:18]=[C:19]([C:22]([NH:24][C:25]4[CH:33]=[CH:32][C:28]([C:29]([OH:31])=[O:30])=[CH:27][CH:26]=4)=[O:23])[CH:20]=3)[CH2:15][CH2:14]2)(=[O:12])=[O:11])[CH:7]=[CH:8][CH:9]=1.FC(F)(F)O[C:39]1C=C(S(Cl)(=O)=O)C=C[CH:44]=1. (6) Given the product [Br:1][C:2]1[CH:3]=[N:4][C:5]2[N:6]([N:8]=[C:9]([C:11]([N:16]3[CH2:17][CH:18]=[C:19]([C:21]4[CH:26]=[CH:25][CH:24]=[CH:23][CH:22]=4)[CH2:20][CH:15]3[CH3:14])=[O:13])[CH:10]=2)[CH:7]=1, predict the reactants needed to synthesize it. The reactants are: [Br:1][C:2]1[CH:3]=[N:4][C:5]2[N:6]([N:8]=[C:9]([C:11]([OH:13])=O)[CH:10]=2)[CH:7]=1.[CH3:14][CH:15]1[CH2:20][C:19]([C:21]2[CH:26]=[CH:25][CH:24]=[CH:23][CH:22]=2)=[CH:18][CH2:17][NH:16]1. (7) Given the product [CH3:11][C:3]1[CH:4]=[CH:5][CH:6]=[C:7]([N+:8]([O-:10])=[O:9])[C:2]=1[S:13]([OH:15])(=[O:14])=[O:12], predict the reactants needed to synthesize it. The reactants are: F[C:2]1[C:7]([N+:8]([O-:10])=[O:9])=[CH:6][CH:5]=[CH:4][C:3]=1[CH3:11].[O-:12][S:13]([O-:15])=[O:14].[Na+].[Na+].O. (8) Given the product [Cl:1][C:2]1[CH:3]=[CH:4][C:5]([C:6]2[CH:7]=[CH:8][C:9]([CH2:19][CH3:20])=[C:10]([CH:12]3[C:16](=[O:17])[CH:15]4[CH:14]([CH:31]5[CH2:32][CH2:33][C:28]4([O:27][CH3:26])[CH:29]=[CH:30]5)[C:13]3=[O:18])[CH:11]=2)=[CH:21][CH:22]=1, predict the reactants needed to synthesize it. The reactants are: [Cl:1][C:2]1[CH:22]=[CH:21][C:5]([C:6]2[CH:7]=[CH:8][C:9]([CH2:19][CH3:20])=[C:10]([CH:12]3[C:16](=[O:17])[CH:15]=[CH:14][C:13]3=[O:18])[CH:11]=2)=[CH:4][CH:3]=1.[I-].[Mg+2].[I-].[CH3:26][O:27][C:28]1[CH2:33][CH2:32][CH:31]=[CH:30][CH:29]=1.